Task: Predict which catalyst facilitates the given reaction.. Dataset: Catalyst prediction with 721,799 reactions and 888 catalyst types from USPTO (1) The catalyst class is: 6. Reactant: [Cl:1][C:2]1[CH:11]=[CH:10][C:9]2[CH2:8][CH:7]([CH2:12]SC)[N:6]3[C:15]4[CH:16]=[CH:17][CH:18]=[C:19]([F:22])[C:20]=4[CH:21]=[C:5]3[C:4]=2[N:3]=1.O[O:24][S:25]([O-:27])=O.[K+].[CH3:29]O. Product: [Cl:1][C:2]1[CH:11]=[CH:10][C:9]2[CH2:8][CH:7]([CH2:12][S:25]([CH3:29])(=[O:27])=[O:24])[N:6]3[C:15]4[CH:16]=[CH:17][CH:18]=[C:19]([F:22])[C:20]=4[CH:21]=[C:5]3[C:4]=2[N:3]=1. (2) Reactant: [F:1][C:2]1[CH:10]=[CH:9][C:5]([C:6]([OH:8])=[O:7])=[CH:4][C:3]=1[N+:11]([O-:13])=[O:12].C(N(C(C)C)C(C)C)C.[CH2:23](Br)[C:24]1[CH:29]=[CH:28][CH:27]=[CH:26][CH:25]=1.C(OCC)(=O)C. Product: [F:1][C:2]1[CH:10]=[CH:9][C:5]([C:6]([O:8][CH2:23][C:24]2[CH:29]=[CH:28][CH:27]=[CH:26][CH:25]=2)=[O:7])=[CH:4][C:3]=1[N+:11]([O-:13])=[O:12]. The catalyst class is: 1. (3) Reactant: [CH2:1]([O:8][N:9]1[C:15](=[O:16])[N:14]2[CH2:17][C@H:10]1[CH2:11][CH2:12][C@H:13]2[C:18]([O:20]N1C(=O)[C@H]2[C@H]([C@@H]3C[C@H]2C=C3)C1=O)=O)[C:2]1[CH:7]=[CH:6][CH:5]=[CH:4][CH:3]=1.[NH2:33][O:34][CH2:35][CH2:36][CH2:37][NH:38][C:39](=[O:45])[O:40][C:41]([CH3:44])([CH3:43])[CH3:42]. Product: [C:41]([O:40][C:39](=[O:45])[NH:38][CH2:37][CH2:36][CH2:35][O:34][NH:33][C:18]([C@@H:13]1[CH2:12][CH2:11][C@@H:10]2[CH2:17][N:14]1[C:15](=[O:16])[N:9]2[O:8][CH2:1][C:2]1[CH:3]=[CH:4][CH:5]=[CH:6][CH:7]=1)=[O:20])([CH3:44])([CH3:42])[CH3:43]. The catalyst class is: 96. (4) Reactant: Br[C:2]1[CH:3]=[C:4]([CH:17]=[C:18]([CH:20]=[O:21])[CH:19]=1)[CH2:5][N:6]([CH:14]1[CH2:16][CH2:15]1)[C:7](=[O:13])[O:8][C:9]([CH3:12])([CH3:11])[CH3:10].CC1(C)C(C)(C)OB(/[CH:30]=[CH:31]/[CH2:32][O:33][CH3:34])O1.C([O-])([O-])=O.[Na+].[Na+]. Product: [CH:14]1([N:6]([CH2:5][C:4]2[CH:3]=[C:2](/[CH:30]=[CH:31]/[CH2:32][O:33][CH3:34])[CH:19]=[C:18]([CH:20]=[O:21])[CH:17]=2)[C:7](=[O:13])[O:8][C:9]([CH3:12])([CH3:11])[CH3:10])[CH2:16][CH2:15]1. The catalyst class is: 18. (5) Reactant: [F:1][C:2]([F:18])([F:17])[C:3]1[N:8]=[CH:7][C:6]([C:9]2[CH:14]=[CH:13][N:12]=[C:11]([C:15]#[N:16])[CH:10]=2)=[CH:5][CH:4]=1.[H][H]. Product: [F:18][C:2]([F:1])([F:17])[C:3]1[N:8]=[CH:7][C:6]([C:9]2[CH:14]=[CH:13][N:12]=[C:11]([CH2:15][NH2:16])[CH:10]=2)=[CH:5][CH:4]=1. The catalyst class is: 63. (6) Reactant: Br[C@H:2]([CH:14]([CH3:16])[CH3:15])[CH2:3][N-:4][C:5]1[CH:10]=[C:9]([CH3:11])[CH:8]=[C:7]([CH3:12])[C:6]=1[OH:13].C(=O)([O-])[O-:18].[K+].[K+].Cl.O. Product: [CH:14]([C@H:2]1[C:3](=[O:18])[NH:4][C:5]2[CH:10]=[C:9]([CH3:11])[CH:8]=[C:7]([CH3:12])[C:6]=2[O:13]1)([CH3:16])[CH3:15]. The catalyst class is: 9. (7) Reactant: [OH:1][C:2]1[C:7]2[NH:8][C:9]([C:11]3[S:12][CH:13]=[CH:14][CH:15]=3)=[N:10][C:6]=2[C:5]([C:16]([NH:18][CH2:19][CH2:20][O:21][C:22]2[CH:27]=[CH:26][C:25]([N+:28]([O-])=O)=[CH:24][CH:23]=2)=[O:17])=[CH:4][CH:3]=1.Cl.[C:32]1([CH3:42])[CH:37]=[CH:36][C:35]([S:38](Cl)(=[O:40])=[O:39])=[CH:34][CH:33]=1.CCN(C(C)C)C(C)C. Product: [OH:1][C:2]1[C:7]2[NH:8][C:9]([C:11]3[S:12][CH:13]=[CH:14][CH:15]=3)=[N:10][C:6]=2[C:5]([C:16]([NH:18][CH2:19][CH2:20][O:21][C:22]2[CH:27]=[CH:26][C:25]([NH:28][S:38]([C:35]3[CH:36]=[CH:37][C:32]([CH3:42])=[CH:33][CH:34]=3)(=[O:40])=[O:39])=[CH:24][CH:23]=2)=[O:17])=[CH:4][CH:3]=1. The catalyst class is: 447.